From a dataset of Peptide-MHC class I binding affinity with 185,985 pairs from IEDB/IMGT. Regression. Given a peptide amino acid sequence and an MHC pseudo amino acid sequence, predict their binding affinity value. This is MHC class I binding data. The peptide sequence is HAPWTQMAM. The MHC is HLA-B58:01 with pseudo-sequence HLA-B58:01. The binding affinity (normalized) is 0.0847.